This data is from Forward reaction prediction with 1.9M reactions from USPTO patents (1976-2016). The task is: Predict the product of the given reaction. (1) Given the reactants Cl.[F:2][C:3]1[CH:8]=[CH:7][CH:6]=[CH:5][C:4]=1[NH:9][NH2:10].CC[O-].[Na+].C(O[C:18](=[CH2:21])[C:19]#[N:20])C.Cl.[OH-].[Na+], predict the reaction product. The product is: [F:2][C:3]1[CH:8]=[CH:7][CH:6]=[CH:5][C:4]=1[N:9]1[CH:21]=[CH:18][C:19]([NH2:20])=[N:10]1. (2) Given the reactants [Br:1][C:2]1[CH:7]=[CH:6][CH:5]=[C:4]([CH3:8])[C:3]=1[CH2:9][C:10]#[N:11].[CH2:12](N)[CH2:13][NH2:14], predict the reaction product. The product is: [Br:1][C:2]1[CH:7]=[CH:6][CH:5]=[C:4]([CH3:8])[C:3]=1[CH2:9][C:10]1[NH:14][CH2:13][CH2:12][N:11]=1. (3) Given the reactants CC(C)([O-])C.[K+].[CH3:7][CH:8]([C:14]([O:16][CH2:17][CH3:18])=[O:15])[C:9]([O:11][CH2:12][CH3:13])=[O:10].[C:19]([S:23][CH2:24]Cl)([CH3:22])([CH3:21])[CH3:20].Cl, predict the reaction product. The product is: [C:19]([S:23][CH2:24][C:8]([CH3:7])([C:9]([O:11][CH2:12][CH3:13])=[O:10])[C:14]([O:16][CH2:17][CH3:18])=[O:15])([CH3:22])([CH3:21])[CH3:20]. (4) Given the reactants C(N1[CH:12]=[CH:11][N:10]=[CH:9]1)([N:10]1[CH:11]=[CH:12]N=[CH:9]1)=O.[N:13]([CH2:16][CH2:17][CH2:18][C:19](O)=O)=[N+]=[N-].[CH2:22](O)[CH3:23], predict the reaction product. The product is: [NH2:13][C:16]1[C:12]2[C:11]([N:10]=[C:9]3[C:17]=1[CH:18]=[CH:19][CH:23]=[CH:22]3)=[CH:19][CH:18]=[CH:17][CH:16]=2. (5) Given the reactants I[C:2]1[CH:7]=[CH:6][CH:5]=[CH:4][CH:3]=1.N1[C:21]2[C:12](=[CH:13][CH:14]=[C:15]3[C:20]=2N=CC=C3)C=CC=1.[N+:22]1([O-:28])[CH:27]=[CH:26][CH:25]=[CH:24][CH:23]=1.C(O[Li])(C)(C)C, predict the reaction product. The product is: [C:2]1([C:23]2[CH:24]=[CH:25][CH:26]=[C:27]([C:12]3[CH:21]=[CH:20][CH:15]=[CH:14][CH:13]=3)[N+:22]=2[O-:28])[CH:7]=[CH:6][CH:5]=[CH:4][CH:3]=1. (6) Given the reactants [N:1]1[C:10]2[C:5](=[C:6]([O:11][C:12]3[CH:17]=[CH:16][N:15]=[C:14]([NH2:18])[CH:13]=3)[CH:7]=[CH:8][CH:9]=2)[CH:4]=[CH:3][CH:2]=1.Cl[C:20]1[C:25]([N:26]=[C:27]=[S:28])=[CH:24][CH:23]=[CH:22][N:21]=1, predict the reaction product. The product is: [N:1]1[C:10]2[C:5](=[C:6]([O:11][C:12]3[CH:17]=[CH:16][N:15]=[C:14]([NH:18][C:27]4[S:28][C:20]5[C:25]([N:26]=4)=[CH:24][CH:23]=[CH:22][N:21]=5)[CH:13]=3)[CH:7]=[CH:8][CH:9]=2)[CH:4]=[CH:3][CH:2]=1. (7) Given the reactants [NH2:1][C:2]1[N:3]=[C:4]([Cl:21])[C:5]2[CH2:10][C:9](=[O:11])[N:8]([CH2:12][C:13]3[C:17]([Cl:18])=[CH:16][N:15]([CH2:19][CH3:20])[N:14]=3)[C:6]=2[N:7]=1.[NH:22]1[CH:26]=[CH:25][CH:24]=[C:23]1[CH:27]=O.N1CCCCC1, predict the reaction product. The product is: [NH:22]1[CH:26]=[CH:25][CH:24]=[C:23]1/[CH:27]=[C:10]1\[C:9](=[O:11])[N:8]([CH2:12][C:13]2[C:17]([Cl:18])=[CH:16][N:15]([CH2:19][CH3:20])[N:14]=2)[C:6]2[N:7]=[C:2]([NH2:1])[N:3]=[C:4]([Cl:21])[C:5]\1=2. (8) Given the reactants CO[C:3]([C:5]1[CH:6]=[CH:7][CH:8]=[C:9]2[C:14]=1[N:13]=[CH:12][N:11]=[C:10]2[NH:15][C@H:16]1[C@H:20]([C:21](=[O:29])[NH:22][C:23]2[CH:28]=[CH:27][CH:26]=[CH:25][CH:24]=2)[CH2:19][N:18](C(OC(C)(C)C)=O)[CH2:17]1)=[O:4].CS(C)=O.[OH-].[NH4+:42], predict the reaction product. The product is: [C:23]1([NH:22][C:21]([C@@H:20]2[CH2:19][NH:18][CH2:17][C@H:16]2[NH:15][C:10]2[C:9]3[C:14](=[C:5]([C:3]([NH2:42])=[O:4])[CH:6]=[CH:7][CH:8]=3)[N:13]=[CH:12][N:11]=2)=[O:29])[CH:28]=[CH:27][CH:26]=[CH:25][CH:24]=1. (9) Given the reactants [NH2:1][C:2]1[N:6]([CH3:7])[C:5](=[O:8])[C:4]([C:15]2[CH:20]=[CH:19][C:18]([F:21])=[C:17](Br)[CH:16]=2)([CH:9]2[CH2:14][CH2:13][O:12][CH2:11][CH2:10]2)[N:3]=1.[CH3:23][S:24]([O:27][C:28]1[CH:33]=[C:32](B2OC(C)(C)C(C)(C)O2)[CH:31]=[C:30]([O:43][CH3:44])[CH:29]=1)(=[O:26])=[O:25].C(=O)([O-])[O-].[K+].[K+].[Cl-:51].[Na+].O, predict the reaction product. The product is: [ClH:51].[CH3:23][S:24]([O:27][C:28]1[CH:33]=[C:32]([C:17]2[CH:16]=[C:15]([C:4]3([CH:9]4[CH2:14][CH2:13][O:12][CH2:11][CH2:10]4)[C:5](=[O:8])[N:6]([CH3:7])[C:2]([NH2:1])=[N:3]3)[CH:20]=[CH:19][C:18]=2[F:21])[CH:31]=[C:30]([O:43][CH3:44])[CH:29]=1)(=[O:26])=[O:25].